This data is from Full USPTO retrosynthesis dataset with 1.9M reactions from patents (1976-2016). The task is: Predict the reactants needed to synthesize the given product. (1) The reactants are: [CH3:1][C:2]1[CH:7]=[CH:6][C:5]([S:8]([O:11][CH2:12][C@@H:13]2[O:18][C:17]3[C:19]([NH2:24])=[C:20]([NH2:23])[CH:21]=[CH:22][C:16]=3[O:15][CH2:14]2)(=[O:10])=[O:9])=[CH:4][CH:3]=1.[CH:25]1(O)OC2OC(O)C(O)OC2O[CH:26]1O. Given the product [CH3:1][C:2]1[CH:7]=[CH:6][C:5]([S:8]([O:11][CH2:12][CH:13]2[O:18][C:17]3=[C:19]4[C:20](=[CH:21][CH:22]=[C:16]3[O:15][CH2:14]2)[N:23]=[CH:26][CH:25]=[N:24]4)(=[O:10])=[O:9])=[CH:4][CH:3]=1, predict the reactants needed to synthesize it. (2) Given the product [Cl:9][C:6]1[CH:7]=[CH:8][C:3]([O:2][CH3:1])=[C:4]([C:30]2[CH:31]=[CH:26][CH:27]=[C:28]([C:32]3[NH:36][N:35]=[N:34][N:33]=3)[CH:29]=2)[CH:5]=1, predict the reactants needed to synthesize it. The reactants are: [CH3:1][O:2][C:3]1[CH:8]=[CH:7][C:6]([Cl:9])=[CH:5][C:4]=1B(O)O.C(C1C=CC(B(O)O)=CC=1)(O)=O.Br[C:26]1[CH:27]=[C:28]([C:32]2[NH:36][N:35]=[N:34][N:33]=2)[CH:29]=[CH:30][CH:31]=1. (3) Given the product [CH:38]([O:37][C:33]1[C:30]2[C:31]([CH3:32])=[C:27]([C:25]([NH:24][C:21]3[CH:20]=[CH:19][C:18]([C:15]4[CH:16]=[CH:17][C:12]([S:9]([NH:8][C@@H:4]([CH:5]([CH3:7])[CH3:6])[C:3]([OH:41])=[O:2])(=[O:10])=[O:11])=[CH:13][CH:14]=4)=[CH:23][CH:22]=3)=[O:26])[O:28][C:29]=2[CH:36]=[CH:35][CH:34]=1)([CH3:40])[CH3:39], predict the reactants needed to synthesize it. The reactants are: C[O:2][C:3](=[O:41])[C@@H:4]([NH:8][S:9]([C:12]1[CH:17]=[CH:16][C:15]([C:18]2[CH:23]=[CH:22][C:21]([NH:24][C:25]([C:27]3[O:28][C:29]4[CH:36]=[CH:35][CH:34]=[C:33]([O:37][CH:38]([CH3:40])[CH3:39])[C:30]=4[C:31]=3[CH3:32])=[O:26])=[CH:20][CH:19]=2)=[CH:14][CH:13]=1)(=[O:11])=[O:10])[CH:5]([CH3:7])[CH3:6].[Li+].[OH-]. (4) Given the product [F:25][CH:24]([F:27])[O:60][C:64]1[CH:65]=[CH:33][CH:34]=[C:35]2[C:63]=1[CH2:62][CH2:37][N:36]2[C:56](=[O:58])[CH2:55][C:50]1[NH:51][C:52](=[O:54])[CH:53]=[C:48]([N:42]2[CH2:43][CH2:44][O:45][CH2:46][CH2:47]2)[N:49]=1, predict the reactants needed to synthesize it. The reactants are: N1(C2N=C(CC(=O)N3C4C(=C([C:24]([F:27])(F)[F:25])C=CC=4)CC3)NC(=O)C=2)CCOCC1.Cl.CN(C)[CH2:33][CH2:34][CH2:35][N:36]=[C:37]=NCC.[N:42]1([C:48]2[N:49]=[C:50]([CH2:55][C:56]([O-:58])=O)[NH:51][C:52](=[O:54])[CH:53]=2)[CH2:47][CH2:46][O:45][CH2:44][CH2:43]1.[Na+].[OH2:60].N1C=[CH:65][CH:64]=[CH:63][CH:62]=1. (5) Given the product [NH2:45][C@@H:17]([CH3:18])[CH2:16][N:13]1[CH:12]=[CH:11][C:10]([C:8]2[CH:7]=[C:6]([F:15])[C:3]([C:4]#[N:5])=[C:2]([Cl:1])[CH:9]=2)=[N:14]1, predict the reactants needed to synthesize it. The reactants are: [Cl:1][C:2]1[CH:9]=[C:8]([C:10]2[NH:14][N:13]=[CH:12][CH:11]=2)[CH:7]=[C:6]([F:15])[C:3]=1[C:4]#[N:5].[CH2:16](O)[CH2:17][CH3:18].C1(P(C2C=CC=CC=2)C2C=CC=CC=2)C=CC=CC=1.CC(OC(/[N:45]=N/C(OC(C)C)=O)=O)C. (6) Given the product [Br:16][C:17]1[S:18][C:19]([CH2:22][O:15][C@@H:11]2[CH2:10][O:9][C:8]3=[N:7][C:6]([N+:3]([O-:5])=[O:4])=[CH:14][N:13]3[CH2:12]2)=[CH:20][CH:21]=1, predict the reactants needed to synthesize it. The reactants are: [H-].[Na+].[N+:3]([C:6]1[N:7]=[C:8]2[N:13]([CH:14]=1)[CH2:12][C@H:11]([OH:15])[CH2:10][O:9]2)([O-:5])=[O:4].[Br:16][C:17]1[S:18][C:19]([CH2:22]Br)=[CH:20][CH:21]=1. (7) Given the product [CH2:30]([N:29]([CH2:24][CH:21]1[CH2:22][CH2:23][N:18]([C:16]([C:8]2[N:7]([CH2:6][C:5]3[CH:26]=[CH:27][C:2]([F:1])=[CH:3][CH:4]=3)[C:15]3[C:10]([CH:9]=2)=[CH:11][CH:12]=[CH:13][CH:14]=3)=[O:17])[CH2:19][CH2:20]1)[CH3:28])[C:31]1[CH:36]=[CH:35][CH:34]=[CH:33][CH:32]=1, predict the reactants needed to synthesize it. The reactants are: [F:1][C:2]1[CH:27]=[CH:26][C:5]([CH2:6][N:7]2[C:15]3[C:10](=[CH:11][CH:12]=[CH:13][CH:14]=3)[CH:9]=[C:8]2[C:16]([N:18]2[CH2:23][CH2:22][CH:21]([CH:24]=O)[CH2:20][CH2:19]2)=[O:17])=[CH:4][CH:3]=1.[CH3:28][NH:29][CH2:30][C:31]1[CH:36]=[CH:35][CH:34]=[CH:33][CH:32]=1.C([BH3-])#N.[Na+].C(O)(=O)C. (8) Given the product [F:42][C:15]1[CH:16]=[C:17]([C:20]2[CH:25]=[CH:24][C:23]([O:26][CH:27]3[CH2:30][N:29]([CH2:31][C:32]4[CH:37]=[CH:36][C:35]([C:38]([F:39])([F:40])[F:41])=[CH:34][CH:33]=4)[CH2:28]3)=[CH:22][N:21]=2)[CH:18]=[CH:19][C:14]=1[C:13]([N:5]1[CH2:9][CH2:8][CH2:7][CH2:6]1)=[O:12], predict the reactants needed to synthesize it. The reactants are: C[Al](C)C.[NH:5]1[CH2:9][CH2:8][CH2:7][CH2:6]1.C([O:12][C:13](=O)[C:14]1[CH:19]=[CH:18][C:17]([C:20]2[CH:25]=[CH:24][C:23]([O:26][CH:27]3[CH2:30][N:29]([CH2:31][C:32]4[CH:37]=[CH:36][C:35]([C:38]([F:41])([F:40])[F:39])=[CH:34][CH:33]=4)[CH2:28]3)=[CH:22][N:21]=2)=[CH:16][C:15]=1[F:42])C. (9) Given the product [Br:52][CH2:34][C:22]1[C:23]([C:25]2[CH:26]=[CH:27][C:28]([N+:31]([O-:33])=[O:32])=[CH:29][CH:30]=2)=[CH:24][N:6]2[C:7]=1[C:8](=[O:21])[N:9]([C:12]1[CH:17]=[CH:16][CH:15]=[C:14]([O:18][CH3:19])[C:13]=1[F:20])[C:10](=[O:11])[N:5]2[CH2:4][C:3]1[C:35]([F:39])=[CH:36][CH:37]=[CH:38][C:2]=1[F:1], predict the reactants needed to synthesize it. The reactants are: [F:1][C:2]1[CH:38]=[CH:37][CH:36]=[C:35]([F:39])[C:3]=1[CH2:4][N:5]1[C:10](=[O:11])[N:9]([C:12]2[CH:17]=[CH:16][CH:15]=[C:14]([O:18][CH3:19])[C:13]=2[F:20])[C:8](=[O:21])[C:7]2=[C:22]([CH3:34])[C:23]([C:25]3[CH:30]=[CH:29][C:28]([N+:31]([O-:33])=[O:32])=[CH:27][CH:26]=3)=[CH:24][N:6]12.N(C(C)(C)C#N)=NC(C)(C)C#N.[Br:52]N1C(=O)CCC1=O. (10) The reactants are: Br[C:2]1[CH:3]=[C:4]([N:9]2[CH2:14][CH2:13][O:12][CH2:11][CH2:10]2)[C:5]([F:8])=[N:6][CH:7]=1.[CH3:15][C:16]1[N:21]=[CH:20][C:19]([NH:22][C:23](=[O:34])[C:24]2[CH:29]=[CH:28][CH:27]=[C:26]([C:30]([F:33])([F:32])[F:31])[CH:25]=2)=[CH:18][C:17]=1B1OC(C)(C)C(C)(C)O1. Given the product [F:8][C:5]1[N:6]=[CH:7][C:2]([C:17]2[C:16]([CH3:15])=[N:21][CH:20]=[C:19]([NH:22][C:23](=[O:34])[C:24]3[CH:29]=[CH:28][CH:27]=[C:26]([C:30]([F:33])([F:31])[F:32])[CH:25]=3)[CH:18]=2)=[CH:3][C:4]=1[N:9]1[CH2:14][CH2:13][O:12][CH2:11][CH2:10]1, predict the reactants needed to synthesize it.